Dataset: Reaction yield outcomes from USPTO patents with 853,638 reactions. Task: Predict the reaction yield, written as a fraction of the theoretical maximum amount of product (1.0 means a 100% yield; for example, 0.34 means a 34% yield). (1) The reactants are C([O:8][C:9]1[N:14]=[C:13]([CH:15]([C:17]2[CH:22]=[CH:21][CH:20]=[CH:19][CH:18]=2)O)[CH:12]=[CH:11][CH:10]=1)C1C=CC=CC=1.[H][H]. The catalyst is [Pd].CO. The product is [CH2:15]([C:13]1[N:14]=[C:9]([OH:8])[CH:10]=[CH:11][CH:12]=1)[C:17]1[CH:22]=[CH:21][CH:20]=[CH:19][CH:18]=1. The yield is 0.790. (2) The reactants are [F:1][C:2]([F:24])([F:23])[O:3][C:4]1[CH:5]=[C:6]([C:10]([C:12]2[CH:17]=[CH:16][CH:15]=[C:14]([O:18][C:19]([F:22])([F:21])[F:20])[CH:13]=2)=O)[CH:7]=[CH:8][CH:9]=1.[N+:25](CS(C1C=CC(C)=CC=1)(=O)=O)#[C-:26].C(O[K])(C)(C)C.O. The catalyst is COCCOC. The product is [F:1][C:2]([F:24])([F:23])[O:3][C:4]1[CH:5]=[C:6]([CH:10]([C:12]2[CH:17]=[CH:16][CH:15]=[C:14]([O:18][C:19]([F:22])([F:21])[F:20])[CH:13]=2)[C:26]#[N:25])[CH:7]=[CH:8][CH:9]=1. The yield is 0.450. (3) The reactants are C([O:3][C:4]([C:6]1[C:7]([CH3:41])=[C:8]2[C:13]([NH:14][C:15]3[CH:20]=[CH:19][C:18]([O:21][C:22]4[CH:27]=[CH:26][CH:25]=[CH:24][C:23]=4[O:28][C:29]([C:32](=[O:37])[NH:33][CH2:34][CH2:35][OH:36])([CH3:31])[CH3:30])=[CH:17][CH:16]=3)=[C:12]([C:38]#[N:39])[CH:11]=[N:10][N:9]2[CH:40]=1)=[O:5])C.[OH-].[Na+].O. The catalyst is CCO. The product is [C:38]([C:12]1[CH:11]=[N:10][N:9]2[CH:40]=[C:6]([C:4]([OH:5])=[O:3])[C:7]([CH3:41])=[C:8]2[C:13]=1[NH:14][C:15]1[CH:16]=[CH:17][C:18]([O:21][C:22]2[CH:27]=[CH:26][CH:25]=[CH:24][C:23]=2[O:28][C:29]([C:32](=[O:37])[NH:33][CH2:34][CH2:35][OH:36])([CH3:31])[CH3:30])=[CH:19][CH:20]=1)#[N:39]. The yield is 0.960. (4) The reactants are C(=O)([O-])[O-].[K+].[K+].[CH2:7]([NH2:10])[CH2:8][NH2:9].[Cl:11][C:12]1[S:13][C:14]([CH2:17]Cl)=[CH:15][N:16]=1. The catalyst is C(#N)C. The product is [Cl:11][C:12]1[S:13][C:14]([CH2:17][NH:9][CH2:8][CH2:7][NH2:10])=[CH:15][N:16]=1. The yield is 0.700. (5) The reactants are [C:1]1([CH2:7][C@H:8]([NH:22][C:23]([C:25]2[N:26]=[N:27][N:28]([CH2:30][CH2:31][NH:32][C:33](=[O:45])[C:34]3[CH:39]=[CH:38][C:37]([C:40]([F:43])([F:42])[F:41])=[CH:36][C:35]=3[F:44])[CH:29]=2)=[O:24])[B:9]2[O:17][C@H]3[C@](C)([C@H]4C[C@@H](C3)C4(C)C)[O:10]2)[CH:6]=[CH:5][CH:4]=[CH:3][CH:2]=1.C(B(O)O)C(C)C.Cl. The catalyst is CO. The product is [F:44][C:35]1[CH:36]=[C:37]([C:40]([F:41])([F:42])[F:43])[CH:38]=[CH:39][C:34]=1[C:33]([NH:32][CH2:31][CH2:30][N:28]1[CH:29]=[C:25]([C:23]([NH:22][C@H:8]([B:9]([OH:10])[OH:17])[CH2:7][C:1]2[CH:2]=[CH:3][CH:4]=[CH:5][CH:6]=2)=[O:24])[N:26]=[N:27]1)=[O:45]. The yield is 0.210.